Dataset: Reaction yield outcomes from USPTO patents with 853,638 reactions. Task: Predict the reaction yield, written as a fraction of the theoretical maximum amount of product (1.0 means a 100% yield; for example, 0.34 means a 34% yield). The reactants are [CH:1]1([S:6][CH:7]([C:11]2[CH:16]=[C:15]([C:17]([F:20])([F:19])[F:18])[CH:14]=[C:13]([C:21]([F:24])([F:23])[F:22])[CH:12]=2)[C:8](O)=[O:9])[CH2:5][CH2:4][CH2:3][CH2:2]1.[NH2:25][C:26]1[CH:31]=[CH:30][CH:29]=[CH:28][N:27]=1. The catalyst is C1COCC1. The product is [CH:1]1([S:6][CH:7]([C:11]2[CH:16]=[C:15]([C:17]([F:18])([F:20])[F:19])[CH:14]=[C:13]([C:21]([F:22])([F:24])[F:23])[CH:12]=2)[C:8]([NH:25][C:26]2[CH:31]=[CH:30][CH:29]=[CH:28][N:27]=2)=[O:9])[CH2:2][CH2:3][CH2:4][CH2:5]1. The yield is 0.800.